From a dataset of Forward reaction prediction with 1.9M reactions from USPTO patents (1976-2016). Predict the product of the given reaction. (1) Given the reactants [CH:1]1([N:6]2[CH2:12][C:11]([F:14])([F:13])[C:10](=[O:15])[N:9]([CH3:16])[C:8]3[CH:17]=[N:18][C:19]([NH:21][C:22]4[CH:30]=[CH:29][C:25]([C:26](O)=[O:27])=[CH:24][C:23]=4[O:31][CH3:32])=[N:20][C:7]2=3)[CH2:5][CH2:4][CH2:3][CH2:2]1.C(N(C(C)C)C(C)C)C.[CH:42]([N:45]1[CH2:50][CH2:49][CH:48]([NH2:51])[CH2:47][CH2:46]1)([CH3:44])[CH3:43], predict the reaction product. The product is: [CH:1]1([N:6]2[CH2:12][C:11]([F:13])([F:14])[C:10](=[O:15])[N:9]([CH3:16])[C:8]3[CH:17]=[N:18][C:19]([NH:21][C:22]4[CH:30]=[CH:29][C:25]([C:26]([NH:51][CH:48]5[CH2:49][CH2:50][N:45]([CH:42]([CH3:44])[CH3:43])[CH2:46][CH2:47]5)=[O:27])=[CH:24][C:23]=4[O:31][CH3:32])=[N:20][C:7]2=3)[CH2:2][CH2:3][CH2:4][CH2:5]1. (2) Given the reactants [CH2:1]([N:5]1[C:9]([CH3:10])=[CH:8][C:7]([C:11]([O:13]CC)=O)=[N:6]1)[CH2:2][CH2:3][CH3:4].[OH-].[NH4+:17], predict the reaction product. The product is: [CH2:1]([N:5]1[C:9]([CH3:10])=[CH:8][C:7]([C:11]([NH2:17])=[O:13])=[N:6]1)[CH2:2][CH2:3][CH3:4]. (3) Given the reactants [OH:1][C:2]1[CH:3]=[C:4]([CH2:8][CH2:9][CH2:10][N:11]2[C:19](=[O:20])[C:18]3[C:13](=[CH:14][CH:15]=[CH:16][CH:17]=3)[C:12]2=[O:21])[CH:5]=[CH:6][CH:7]=1.[CH2:22]([O:29][CH2:30][CH2:31][CH2:32][CH2:33]O)[C:23]1[CH:28]=[CH:27][CH:26]=[CH:25][CH:24]=1, predict the reaction product. The product is: [CH2:22]([O:29][CH2:30][CH2:31][CH2:32][CH2:33][O:1][C:2]1[CH:3]=[C:4]([CH2:8][CH2:9][CH2:10][N:11]2[C:19](=[O:20])[C:18]3[C:13](=[CH:14][CH:15]=[CH:16][CH:17]=3)[C:12]2=[O:21])[CH:5]=[CH:6][CH:7]=1)[C:23]1[CH:28]=[CH:27][CH:26]=[CH:25][CH:24]=1. (4) Given the reactants [OH:1][C:2]1[CH:3]=[C:4]([C:10]2[C:14]([CH3:16])([CH3:15])[C:13](=[O:17])[N:12]([CH:18]3[CH2:23][CH2:22][N:21]([C:24](=[O:33])[CH2:25][N:26]4[C:30](=[O:31])[CH2:29][CH2:28][C:27]4=[O:32])[CH2:20][CH2:19]3)[N:11]=2)[CH:5]=[CH:6][C:7]=1[O:8][CH3:9].I[CH2:35][CH3:36], predict the reaction product. The product is: [CH2:35]([O:1][C:2]1[CH:3]=[C:4]([C:10]2[C:14]([CH3:15])([CH3:16])[C:13](=[O:17])[N:12]([CH:18]3[CH2:23][CH2:22][N:21]([C:24](=[O:33])[CH2:25][N:26]4[C:27](=[O:32])[CH2:28][CH2:29][C:30]4=[O:31])[CH2:20][CH2:19]3)[N:11]=2)[CH:5]=[CH:6][C:7]=1[O:8][CH3:9])[CH3:36].